Dataset: NCI-60 drug combinations with 297,098 pairs across 59 cell lines. Task: Regression. Given two drug SMILES strings and cell line genomic features, predict the synergy score measuring deviation from expected non-interaction effect. Drug 1: C(=O)(N)NO. Drug 2: C1C(C(OC1N2C=NC(=NC2=O)N)CO)O. Cell line: UACC-257. Synergy scores: CSS=-1.36, Synergy_ZIP=1.45, Synergy_Bliss=1.17, Synergy_Loewe=-1.72, Synergy_HSA=-1.64.